Dataset: Catalyst prediction with 721,799 reactions and 888 catalyst types from USPTO. Task: Predict which catalyst facilitates the given reaction. (1) Reactant: [C:1]([O:5][C:6]([NH:8][CH2:9][C:10]1[C:11]([CH2:30][CH:31]([CH3:33])[CH3:32])=[N:12][C:13]2[C:18]([C:19]=1[C:20]1[CH:25]=[CH:24][CH:23]=[CH:22][CH:21]=1)=[CH:17][C:16]([C:26]([O:28]C)=[O:27])=[CH:15][CH:14]=2)=[O:7])([CH3:4])([CH3:3])[CH3:2].CO.[OH-].[Na+]. Product: [C:1]([O:5][C:6]([NH:8][CH2:9][C:10]1[C:11]([CH2:30][CH:31]([CH3:33])[CH3:32])=[N:12][C:13]2[C:18]([C:19]=1[C:20]1[CH:21]=[CH:22][CH:23]=[CH:24][CH:25]=1)=[CH:17][C:16]([C:26]([OH:28])=[O:27])=[CH:15][CH:14]=2)=[O:7])([CH3:4])([CH3:3])[CH3:2]. The catalyst class is: 7. (2) Reactant: [NH:1]1[CH2:4][CH:3]([O:5][N:6]([CH3:28])[C:7]([C:9]2[C:13]3[CH2:14][N:15]([C:18]([NH:20][C:21]4[CH:26]=[CH:25][CH:24]=[C:23]([Cl:27])[CH:22]=4)=[O:19])[CH2:16][CH2:17][C:12]=3[NH:11][N:10]=2)=[O:8])[CH2:2]1.C=O.[BH3-][C:32]#N.[Na+].C(O[Na])(C)=O. Product: [Cl:27][C:23]1[CH:22]=[C:21]([NH:20][C:18]([N:15]2[CH2:16][CH2:17][C:12]3[NH:11][N:10]=[C:9]([C:7]([N:6]([CH3:28])[O:5][CH:3]4[CH2:2][N:1]([CH3:32])[CH2:4]4)=[O:8])[C:13]=3[CH2:14]2)=[O:19])[CH:26]=[CH:25][CH:24]=1. The catalyst class is: 5.